Dataset: hERG potassium channel inhibition data for cardiac toxicity prediction from Karim et al.. Task: Regression/Classification. Given a drug SMILES string, predict its toxicity properties. Task type varies by dataset: regression for continuous values (e.g., LD50, hERG inhibition percentage) or binary classification for toxic/non-toxic outcomes (e.g., AMES mutagenicity, cardiotoxicity, hepatotoxicity). Dataset: herg_karim. (1) The compound is Cc1nc(N)c2nnn(C[C@H]3CN(Cc4nccs4)CCO3)c2n1. The result is 0 (non-blocker). (2) The compound is O=C1COc2cnc(CNC34CCC(C[C@]5(O)Cn6c(=O)ccc7ncc(F)c5c76)(CC3)OC4)cc2N1. The result is 0 (non-blocker).